Task: Predict the reactants needed to synthesize the given product.. Dataset: Full USPTO retrosynthesis dataset with 1.9M reactions from patents (1976-2016) (1) Given the product [N:1]1([C:8](=[N:11][S:12][N:13]2[CH2:14][CH2:15][O:16][CH2:17][CH2:18]2)[C:9]#[N:10])[CH2:6][CH2:5][O:4][CH2:3][CH2:2]1, predict the reactants needed to synthesize it. The reactants are: [NH:1]1[CH2:6][CH2:5][O:4][CH2:3][CH2:2]1.Cl[C:8](=[N:11][S:12][N:13]1[CH2:18][CH2:17][O:16][CH2:15][CH2:14]1)[C:9]#[N:10]. (2) Given the product [C:10]([O:9][C:7]([NH:14][CH2:15][CH2:16][C:17]([NH:1][C:2]([CH3:6])([CH3:5])[CH2:3][OH:4])=[O:18])=[O:8])([CH3:13])([CH3:12])[CH3:11], predict the reactants needed to synthesize it. The reactants are: [NH2:1][C:2]([CH3:6])([CH3:5])[CH2:3][OH:4].[C:7]([NH:14][CH2:15][CH2:16][C:17](O)=[O:18])([O:9][C:10]([CH3:13])([CH3:12])[CH3:11])=[O:8].C(N(CC)CC)C.[I-].ClC1C=CC=C[N+]=1C. (3) Given the product [C:1]([O:5][C:6](=[O:25])[N:7]([CH2:16][C:17]1[CH:18]=[CH:19][C:20]([CH:23]=[O:24])=[CH:21][CH:22]=1)[CH2:8][C:9]1[C:14]([OH:15])=[CH:13][CH:12]=[CH:11][N:10]=1)([CH3:4])([CH3:2])[CH3:3], predict the reactants needed to synthesize it. The reactants are: [C:1]([O:5][C:6](=[O:25])[N:7]([CH2:16][C:17]1[CH:22]=[CH:21][C:20]([CH2:23][OH:24])=[CH:19][CH:18]=1)[CH2:8][C:9]1[C:14]([OH:15])=[CH:13][CH:12]=[CH:11][N:10]=1)([CH3:4])([CH3:3])[CH3:2]. (4) Given the product [C:21]([O:20][C:18]([N:25]1[CH:14]=[C:13]([CH2:12][CH2:11][CH2:10][C:9]([O:8][CH2:1][C:2]2[CH:7]=[CH:6][CH:5]=[CH:4][CH:3]=2)=[O:17])[N:27]=[C:26]1[NH2:28])=[O:19])([CH3:24])([CH3:22])[CH3:23], predict the reactants needed to synthesize it. The reactants are: [CH2:1]([O:8][C:9](=[O:17])[CH2:10][CH2:11][CH2:12][C:13](=O)[CH2:14]Br)[C:2]1[CH:7]=[CH:6][CH:5]=[CH:4][CH:3]=1.[C:18]([NH:25][C:26]([NH2:28])=[NH:27])([O:20][C:21]([CH3:24])([CH3:23])[CH3:22])=[O:19]. (5) Given the product [C:17]([O:21][C:22]([N:2]1[CH2:3][CH2:4][C:5]2[C:6]3[C:11](=[CH:10][CH:9]=[CH:8][CH:7]=3)[NH:12][C:13]=2[CH2:1]1)=[O:23])([CH3:20])([CH3:19])[CH3:18], predict the reactants needed to synthesize it. The reactants are: [CH2:1]1[C:13]2[NH:12][C:11]3[C:6](=[CH:7][CH:8]=[CH:9][CH:10]=3)[C:5]=2[CH2:4][CH2:3][NH:2]1.C(Cl)Cl.[C:17]([O:21][C:22](O[C:22]([O:21][C:17]([CH3:20])([CH3:19])[CH3:18])=[O:23])=[O:23])([CH3:20])([CH3:19])[CH3:18].C(N(CC)C(C)C)(C)C.